This data is from Reaction yield outcomes from USPTO patents with 853,638 reactions. The task is: Predict the reaction yield, written as a fraction of the theoretical maximum amount of product (1.0 means a 100% yield; for example, 0.34 means a 34% yield). (1) The reactants are [CH2:1]([C@H:8]([NH:31][C:32](=[O:38])[O:33][C:34](C)([CH3:36])[CH3:35])[C@@H:9]([OH:30])[CH:10]([NH:18][S:19]([C:22]1[CH:27]=[CH:26][C:25]([O:28][CH3:29])=[CH:24][CH:23]=1)(=[O:21])=[O:20])[O:11][CH:12]1[CH2:17][CH2:16][CH2:15][CH2:14][CH2:13]1)[C:2]1[CH:7]=[CH:6][CH:5]=[CH:4][CH:3]=1.[C:39](=O)([O:49]C1C=CC([N+]([O-])=O)=CC=1)[O:40][C@H:41]1[O:49][C@H:39]2[O:40][CH2:41][CH2:42][C@H]2[CH2:42]1.C(N(C(C)C)CC)(C)C.C(#N)C. The catalyst is FC(F)(F)C(O)=O. The product is [CH2:1]([C@H:8]([NH:31][C:32](=[O:38])[O:33][C@@H:34]1[C@H:35]2[C@H:39]([O:40][CH2:41][CH2:42]2)[O:49][CH2:36]1)[C@@H:9]([OH:30])[CH:10]([NH:18][S:19]([C:22]1[CH:27]=[CH:26][C:25]([O:28][CH3:29])=[CH:24][CH:23]=1)(=[O:21])=[O:20])[O:11][CH:12]1[CH2:17][CH2:16][CH2:15][CH2:14][CH2:13]1)[C:2]1[CH:7]=[CH:6][CH:5]=[CH:4][CH:3]=1. The yield is 0.270. (2) The reactants are [C:1]([C:3]1[CH:4]=[C:5]([C:9]2[CH:10]=[CH:11][C:12]3[O:16][C:15]([C:17]4[CH:22]=[CH:21][C:20]([F:23])=[CH:19][CH:18]=4)=[C:14]([C:24]([NH:26][CH3:27])=[O:25])[C:13]=3[CH:28]=2)[CH:6]=[CH:7][CH:8]=1)#[N:2].N[C@H:30]([CH:33]([CH3:35])[CH3:34])[CH2:31][OH:32]. The catalyst is C1(Cl)C=CC=CC=1.[Cl-].[Zn+2].[Cl-]. The product is [F:23][C:20]1[CH:21]=[CH:22][C:17]([C:15]2[O:16][C:12]3[CH:11]=[CH:10][C:9]([C:5]4[CH:6]=[CH:7][CH:8]=[C:3]([C:1]5[O:32][CH2:31][C@@H:30]([CH:33]([CH3:35])[CH3:34])[N:2]=5)[CH:4]=4)=[CH:28][C:13]=3[C:14]=2[C:24]([NH:26][CH3:27])=[O:25])=[CH:18][CH:19]=1. The yield is 0.250.